This data is from Peptide-MHC class I binding affinity with 185,985 pairs from IEDB/IMGT. The task is: Regression. Given a peptide amino acid sequence and an MHC pseudo amino acid sequence, predict their binding affinity value. This is MHC class I binding data. (1) The peptide sequence is GGSLVRCPLS. The MHC is HLA-A30:01 with pseudo-sequence HLA-A30:01. The binding affinity (normalized) is 0.279. (2) The binding affinity (normalized) is 0.353. The peptide sequence is TDTPLDLAI. The MHC is Mamu-B8701 with pseudo-sequence Mamu-B8701.